Dataset: Forward reaction prediction with 1.9M reactions from USPTO patents (1976-2016). Task: Predict the product of the given reaction. Given the reactants [CH3:1][C:2]1[N:7]=[C:6]([NH2:8])[CH:5]=[CH:4][CH:3]=1.[C:9]([O:13][C:14](O[C:14]([O:13][C:9]([CH3:12])([CH3:11])[CH3:10])=[O:15])=[O:15])([CH3:12])([CH3:11])[CH3:10].[C:24](=[O:26])=[O:25].[Cl-].[NH4+], predict the reaction product. The product is: [C:9]([O:13][C:14]([N:8]([C:6]1[CH:5]=[CH:4][CH:3]=[C:2]([CH3:1])[N:7]=1)[C:24](=[O:26])[O:25][C:9]([CH3:12])([CH3:11])[CH3:10])=[O:15])([CH3:12])([CH3:11])[CH3:10].